From a dataset of Retrosynthesis with 50K atom-mapped reactions and 10 reaction types from USPTO. Predict the reactants needed to synthesize the given product. (1) Given the product Cc1oc([C@H](CCCC2CCCCC2)CC(=O)NOCc2ccccc2)nc1C(=O)O, predict the reactants needed to synthesize it. The reactants are: COC(=O)c1nc([C@H](CCCC2CCCCC2)CC(=O)NOCc2ccccc2)oc1C. (2) Given the product CCOC(=O)Nc1ccc(Cl)cc1Cl, predict the reactants needed to synthesize it. The reactants are: CCOC(=O)Cl.Nc1ccc(Cl)cc1Cl.